This data is from Forward reaction prediction with 1.9M reactions from USPTO patents (1976-2016). The task is: Predict the product of the given reaction. (1) Given the reactants [CH3:1][S:2][C:3]1[N:4]([C:14]2[CH:19]=[CH:18][C:17]([O:20][CH2:21][C:22]([F:28])([F:27])[C:23]([F:26])([F:25])[F:24])=[CH:16][CH:15]=2)[C:5](=[O:13])[C:6]2[CH2:11][C:10](=[O:12])[NH:9][C:7]=2[N:8]=1.CO.[OH:31]OS([O-])=O.[K+], predict the reaction product. The product is: [CH3:1][S:2]([C:3]1[N:4]([C:14]2[CH:19]=[CH:18][C:17]([O:20][CH2:21][C:22]([F:28])([F:27])[C:23]([F:24])([F:26])[F:25])=[CH:16][CH:15]=2)[C:5](=[O:13])[C:6]2[CH2:11][C:10](=[O:12])[NH:9][C:7]=2[N:8]=1)=[O:31]. (2) Given the reactants C(N1C=C(C2SC(C(OCC)=O)=C(C)N=2)N=N1)C1C=CC=CC=1.[F:24][C:25]1[CH:47]=[CH:46][C:28]([CH2:29][N:30]2[CH:34]=[C:33]([C:35]3[S:36][C:37]([C:41]([O:43]CC)=[O:42])=[C:38]([CH3:40])[N:39]=3)[N:32]=[N:31]2)=[CH:27][CH:26]=1, predict the reaction product. The product is: [F:24][C:25]1[CH:26]=[CH:27][C:28]([CH2:29][N:30]2[CH:34]=[C:33]([C:35]3[S:36][C:37]([C:41]([OH:43])=[O:42])=[C:38]([CH3:40])[N:39]=3)[N:32]=[N:31]2)=[CH:46][CH:47]=1. (3) Given the reactants [Cl:1][C:2]1[CH:3]=[CH:4][C:5]([O:10][C:11]2[C:20]3[C:15](=[CH:16][C:17]([O:23][CH3:24])=[C:18]([O:21][CH3:22])[CH:19]=3)[N:14]=[CH:13][CH:12]=2)=[C:6]([CH:9]=1)[CH:7]=[O:8].[CH2:25]([Mg]Br)[CH3:26].O, predict the reaction product. The product is: [Cl:1][C:2]1[CH:3]=[CH:4][C:5]([O:10][C:11]2[C:20]3[C:15](=[CH:16][C:17]([O:23][CH3:24])=[C:18]([O:21][CH3:22])[CH:19]=3)[N:14]=[CH:13][CH:12]=2)=[C:6]([CH:7]([OH:8])[CH2:25][CH3:26])[CH:9]=1. (4) The product is: [CH3:37][N:26]([CH2:27][C:28]1[CH:33]=[CH:32][CH:31]=[C:30]([N+:34]([O-:36])=[O:35])[CH:29]=1)[C:25]1[C:21]([C:19]([NH2:18])=[O:20])=[N:22][NH:23][CH:24]=1. Given the reactants O.C1(C)C=CC(S(O)(=O)=O)=CC=1.COC1C=C(OC)C=CC=1C[NH:18][C:19]([C:21]1[C:25]([N:26]([CH3:37])[CH2:27][C:28]2[CH:33]=[CH:32][CH:31]=[C:30]([N+:34]([O-:36])=[O:35])[CH:29]=2)=[CH:24][NH:23][N:22]=1)=[O:20].CO.[OH-].[Na+], predict the reaction product. (5) Given the reactants C(OC([N:8]1[CH2:13][CH2:12][CH:11](O)[CH2:10][CH2:9]1)=O)(C)(C)C.C1(P(C2C=CC=CC=2)C2C=CC=CC=2)C=CC=CC=1.[CH3:34][C:35]1[S:39][C:38]([SH:40])=[N:37][N:36]=1.N(C(OC(C)C)=O)=NC(OC(C)C)=O.[F:55][C:56]([F:61])([F:60])[C:57]([OH:59])=[O:58], predict the reaction product. The product is: [F:55][C:56]([F:61])([F:60])[C:57]([OH:59])=[O:58].[CH3:34][C:35]1[S:39][C:38]([S:40][CH:11]2[CH2:10][CH2:9][NH:8][CH2:13][CH2:12]2)=[N:37][N:36]=1. (6) Given the reactants C([O:3][C:4]([C:6]1([C:9]2[CH:14]=[CH:13][C:12]([C:15]3[CH:20]=[CH:19][C:18]([C:21]4[O:25][N:24]=[C:23]([CH3:26])[C:22]=4[CH2:27][S:28][CH2:29][CH2:30][C:31]4[CH:36]=[CH:35][CH:34]=[CH:33][CH:32]=4)=[CH:17][CH:16]=3)=[CH:11][CH:10]=2)[CH2:8][CH2:7]1)=[O:5])C.[OH-].[Li+], predict the reaction product. The product is: [CH3:26][C:23]1[C:22]([CH2:27][S:28][CH2:29][CH2:30][C:31]2[CH:32]=[CH:33][CH:34]=[CH:35][CH:36]=2)=[C:21]([C:18]2[CH:19]=[CH:20][C:15]([C:12]3[CH:11]=[CH:10][C:9]([C:6]4([C:4]([OH:5])=[O:3])[CH2:7][CH2:8]4)=[CH:14][CH:13]=3)=[CH:16][CH:17]=2)[O:25][N:24]=1. (7) Given the reactants [Cl:1][C:2]1[CH:7]=[CH:6][CH:5]=[CH:4][C:3]=1[C:8]1[O:12][N:11]=[CH:10][C:9]=1[C:13]([OH:15])=O.C(O)(=O)C(O)=O.[F:22][C:23]([F:37])([F:36])[C:24]1[CH:35]=[CH:34][C:27]([CH2:28][CH:29]2[CH2:33][CH2:32][NH:31][CH2:30]2)=[CH:26][CH:25]=1, predict the reaction product. The product is: [Cl:1][C:2]1[CH:7]=[CH:6][CH:5]=[CH:4][C:3]=1[C:8]1[O:12][N:11]=[CH:10][C:9]=1[C:13]([N:31]1[CH2:32][CH2:33][CH:29]([CH2:28][C:27]2[CH:34]=[CH:35][C:24]([C:23]([F:22])([F:36])[F:37])=[CH:25][CH:26]=2)[CH2:30]1)=[O:15].